Predict the product of the given reaction. From a dataset of Forward reaction prediction with 1.9M reactions from USPTO patents (1976-2016). Given the reactants [CH:1]1([O:6][C:7]2[CH:8]=[C:9]([CH:13]=[C:14]([O:16][C:17]3[CH:22]=[CH:21][C:20]([F:23])=[CH:19][CH:18]=3)[CH:15]=2)[C:10](O)=[O:11])[CH2:5][CH2:4][CH2:3][CH2:2]1.[CH2:24]([O:26][C:27](=[O:36])[CH2:28][S:29][C:30]1[S:34][C:33]([NH2:35])=[N:32][CH:31]=1)[CH3:25], predict the reaction product. The product is: [CH2:24]([O:26][C:27](=[O:36])[CH2:28][S:29][C:30]1[S:34][C:33]([NH:35][C:10](=[O:11])[C:9]2[CH:13]=[C:14]([O:16][C:17]3[CH:18]=[CH:19][C:20]([F:23])=[CH:21][CH:22]=3)[CH:15]=[C:7]([O:6][CH:1]3[CH2:5][CH2:4][CH2:3][CH2:2]3)[CH:8]=2)=[N:32][CH:31]=1)[CH3:25].